This data is from Full USPTO retrosynthesis dataset with 1.9M reactions from patents (1976-2016). The task is: Predict the reactants needed to synthesize the given product. (1) Given the product [C:1]([OH:18])(=[O:17])[CH2:2][CH2:3][CH2:4][CH2:5][CH2:6][CH2:7][CH2:8][CH2:9][CH2:10][CH2:11][CH2:12][CH2:13][CH2:14][CH2:15][CH3:16], predict the reactants needed to synthesize it. The reactants are: [C:1]([O-:18])(=[O:17])[CH2:2][CH2:3][CH2:4][CH2:5][CH2:6][CH2:7][CH2:8][CH2:9][CH2:10][CH2:11][CH2:12][CH2:13][CH2:14][CH2:15][CH3:16].[Na+]. (2) Given the product [CH3:12][Si:2]([CH3:13])([CH:22]1[C:23]2[C:28](=[CH:27][CH:26]=[CH:25][CH:24]=2)[C:20]([C:14]2[CH:19]=[CH:18][CH:17]=[CH:16][CH:15]=2)=[CH:21]1)[CH:3]1[C:7]([CH3:8])=[C:6]([CH3:9])[C:5]([CH3:10])=[C:4]1[CH3:11], predict the reactants needed to synthesize it. The reactants are: Cl[Si:2]([CH3:13])([CH3:12])[CH:3]1[C:7]([CH3:8])=[C:6]([CH3:9])[C:5]([CH3:10])=[C:4]1[CH3:11].[C:14]1([C-:20]2[C:28]3[C:23](=[CH:24][CH:25]=[CH:26][CH:27]=3)[CH:22]=[CH:21]2)[CH:19]=[CH:18][CH:17]=[CH:16][CH:15]=1.[Li+]. (3) Given the product [N:29]1[CH:30]=[CH:31][CH:32]=[N:33][C:27]=1[C:2](=[O:50])[CH2:3][CH3:7], predict the reactants needed to synthesize it. The reactants are: C[CH:2]([C:27]([NH:29][CH2:30][CH2:31][CH2:32][NH:33][CH2:7][CH2:3][CH2:2][CH2:27][NH:29][CH2:30][CH2:31][CH2:32][NH2:33])=O)[C@@H:3]1[C@@:7]2(C)CCC3[C@@]4(C)CCC(OS(O)(=O)=O)CC4=CCC3[C@@H]2CC1.C([Mg]Br)C.C1C[O:50]CC1. (4) Given the product [Br:9][CH2:1][C:2]1[S:3][CH:4]=[CH:5][C:6]=1[C:7]#[N:8], predict the reactants needed to synthesize it. The reactants are: [CH3:1][C:2]1[S:3][CH:4]=[CH:5][C:6]=1[C:7]#[N:8].[Br:9]N1C(=O)CCC1=O. (5) Given the product [Cl:29][C:24]1[CH:25]=[CH:26][CH:27]=[CH:28][C:23]=1[C:22]([N:11]([C:12]1[CH:17]=[CH:16][C:15]([O:18][CH3:19])=[C:14]([O:20][CH3:21])[CH:13]=1)[C:8]1[S:9][CH:10]=[C:6]([C:4]([OH:5])=[O:3])[N:7]=1)=[O:30], predict the reactants needed to synthesize it. The reactants are: C([O:3][C:4]([C:6]1[N:7]=[C:8]([N:11]([C:22](=[O:30])[C:23]2[CH:28]=[CH:27][CH:26]=[CH:25][C:24]=2[Cl:29])[C:12]2[CH:17]=[CH:16][C:15]([O:18][CH3:19])=[C:14]([O:20][CH3:21])[CH:13]=2)[S:9][CH:10]=1)=[O:5])C.C(O)(=O)C.Cl. (6) Given the product [C:1]1([C:12]2[CH:17]=[CH:16][CH:15]=[CH:14][CH:13]=2)[CH:2]=[CH:3][C:4]([O:7][CH2:8][C:9]([NH:29][C:24]2[CH:25]=[CH:26][CH:27]=[CH:28][C:23]=2[C:22]2[NH:21][N:20]=[N:19][N:18]=2)=[O:11])=[CH:5][CH:6]=1, predict the reactants needed to synthesize it. The reactants are: [C:1]1([C:12]2[CH:17]=[CH:16][CH:15]=[CH:14][CH:13]=2)[CH:6]=[CH:5][C:4]([O:7][CH2:8][C:9]([OH:11])=O)=[CH:3][CH:2]=1.[NH:18]1[C:22]([C:23]2[CH:28]=[CH:27][CH:26]=[CH:25][C:24]=2[NH2:29])=[N:21][N:20]=[N:19]1. (7) The reactants are: [C:1]([C:3]1[CH:8]=[CH:7][C:6]([CH:9]([CH3:29])[C:10]([NH:12][CH2:13][C:14]2[C:15]([N:24]3[CH2:28][CH2:27][CH2:26][CH2:25]3)=[N:16][C:17]([C:20]([F:23])([F:22])[F:21])=[CH:18][CH:19]=2)=[O:11])=[CH:5][C:4]=1[O:30][CH3:31])#[N:2].[C:32](O[C:32]([O:34][C:35]([CH3:38])([CH3:37])[CH3:36])=[O:33])([O:34][C:35]([CH3:38])([CH3:37])[CH3:36])=[O:33].O.[BH4-].NCCNCCN. Given the product [CH3:31][O:30][C:4]1[CH:5]=[C:6]([CH:9]([CH3:29])[C:10](=[O:11])[NH:12][CH2:13][C:14]2[C:15]([N:24]3[CH2:28][CH2:27][CH2:26][CH2:25]3)=[N:16][C:17]([C:20]([F:23])([F:21])[F:22])=[CH:18][CH:19]=2)[CH:7]=[CH:8][C:3]=1[CH2:1][NH:2][C:32](=[O:33])[O:34][C:35]([CH3:38])([CH3:37])[CH3:36], predict the reactants needed to synthesize it. (8) Given the product [CH3:1][O:2][C:3]([CH:5]1[CH2:8][N:7]([S:13]([CH2:16][CH2:17][CH3:18])(=[O:15])=[O:14])[CH2:6]1)=[O:4], predict the reactants needed to synthesize it. The reactants are: [CH3:1][O:2][C:3]([CH:5]1[CH2:8][NH:7][CH2:6]1)=[O:4].C1(N[S:13]([CH2:16][CH2:17][CH3:18])(=[O:15])=[O:14])CC1. (9) The reactants are: [NH2:1][C:2]1[CH:3]=[CH:4][C:5]([F:18])=[C:6]([C@:8]2([CH3:17])[C@:13]([F:15])([CH3:14])[CH2:12][O:11][C:10]([NH2:16])=[N:9]2)[CH:7]=1.[Cl:19][C:20]1[C:21]([C:29](O)=[O:30])=[N:22][N:23]([CH2:25][CH:26]([F:28])[F:27])[CH:24]=1. Given the product [NH2:16][C:10]1[O:11][CH2:12][C@@:13]([F:15])([CH3:14])[C@:8]([C:6]2[CH:7]=[C:2]([NH:1][C:29]([C:21]3[C:20]([Cl:19])=[CH:24][N:23]([CH2:25][CH:26]([F:28])[F:27])[N:22]=3)=[O:30])[CH:3]=[CH:4][C:5]=2[F:18])([CH3:17])[N:9]=1, predict the reactants needed to synthesize it. (10) Given the product [N:20]1[CH:25]=[CH:24][CH:23]=[C:22]([C:2]2[O:6][C:5]([N:7]3[CH2:11][C@:10]4([CH:16]5[CH2:17][CH2:18][N:13]([CH2:14][CH2:15]5)[CH2:12]4)[O:9][C:8]3=[O:19])=[CH:4][CH:3]=2)[CH:21]=1, predict the reactants needed to synthesize it. The reactants are: Br[C:2]1[O:6][C:5]([N:7]2[CH2:11][C@:10]3([CH:16]4[CH2:17][CH2:18][N:13]([CH2:14][CH2:15]4)[CH2:12]3)[O:9][C:8]2=[O:19])=[CH:4][CH:3]=1.[N:20]1[CH:25]=[CH:24][CH:23]=[C:22](B(O)O)[CH:21]=1.